From a dataset of NCI-60 drug combinations with 297,098 pairs across 59 cell lines. Regression. Given two drug SMILES strings and cell line genomic features, predict the synergy score measuring deviation from expected non-interaction effect. (1) Drug 1: C1=C(C(=O)NC(=O)N1)F. Drug 2: C#CCC(CC1=CN=C2C(=N1)C(=NC(=N2)N)N)C3=CC=C(C=C3)C(=O)NC(CCC(=O)O)C(=O)O. Cell line: HS 578T. Synergy scores: CSS=29.7, Synergy_ZIP=-8.51, Synergy_Bliss=-6.75, Synergy_Loewe=-6.57, Synergy_HSA=-5.97. (2) Drug 1: CC1=CC=C(C=C1)C2=CC(=NN2C3=CC=C(C=C3)S(=O)(=O)N)C(F)(F)F. Drug 2: CC1CCC2CC(C(=CC=CC=CC(CC(C(=O)C(C(C(=CC(C(=O)CC(OC(=O)C3CCCCN3C(=O)C(=O)C1(O2)O)C(C)CC4CCC(C(C4)OC)O)C)C)O)OC)C)C)C)OC. Cell line: KM12. Synergy scores: CSS=-0.993, Synergy_ZIP=0.627, Synergy_Bliss=3.95, Synergy_Loewe=2.63, Synergy_HSA=1.13. (3) Drug 1: C#CCC(CC1=CN=C2C(=N1)C(=NC(=N2)N)N)C3=CC=C(C=C3)C(=O)NC(CCC(=O)O)C(=O)O. Drug 2: CC1C(C(CC(O1)OC2CC(CC3=C2C(=C4C(=C3O)C(=O)C5=CC=CC=C5C4=O)O)(C(=O)C)O)N)O. Cell line: LOX IMVI. Synergy scores: CSS=47.5, Synergy_ZIP=-7.03, Synergy_Bliss=-7.79, Synergy_Loewe=-1.33, Synergy_HSA=0.681. (4) Drug 1: CC(C1=C(C=CC(=C1Cl)F)Cl)OC2=C(N=CC(=C2)C3=CN(N=C3)C4CCNCC4)N. Drug 2: CC1=CC=C(C=C1)C2=CC(=NN2C3=CC=C(C=C3)S(=O)(=O)N)C(F)(F)F. Cell line: SF-295. Synergy scores: CSS=16.7, Synergy_ZIP=-1.30, Synergy_Bliss=1.54, Synergy_Loewe=-9.51, Synergy_HSA=2.78. (5) Drug 1: CC(CN1CC(=O)NC(=O)C1)N2CC(=O)NC(=O)C2. Drug 2: CN1C(=O)N2C=NC(=C2N=N1)C(=O)N. Cell line: NCI-H460. Synergy scores: CSS=40.4, Synergy_ZIP=0.297, Synergy_Bliss=-1.31, Synergy_Loewe=-7.60, Synergy_HSA=1.73. (6) Drug 1: COC1=C(C=C2C(=C1)N=CN=C2NC3=CC(=C(C=C3)F)Cl)OCCCN4CCOCC4. Drug 2: C(CCl)NC(=O)N(CCCl)N=O. Cell line: HOP-62. Synergy scores: CSS=0.822, Synergy_ZIP=2.14, Synergy_Bliss=-1.45, Synergy_Loewe=-10.7, Synergy_HSA=-5.76. (7) Drug 1: CC12CCC3C(C1CCC2=O)CC(=C)C4=CC(=O)C=CC34C. Drug 2: CN(C)N=NC1=C(NC=N1)C(=O)N. Cell line: T-47D. Synergy scores: CSS=9.72, Synergy_ZIP=0.220, Synergy_Bliss=1.18, Synergy_Loewe=-9.83, Synergy_HSA=0.857. (8) Drug 1: COC1=CC(=CC(=C1O)OC)C2C3C(COC3=O)C(C4=CC5=C(C=C24)OCO5)OC6C(C(C7C(O6)COC(O7)C8=CC=CS8)O)O. Drug 2: CCC1(CC2CC(C3=C(CCN(C2)C1)C4=CC=CC=C4N3)(C5=C(C=C6C(=C5)C78CCN9C7C(C=CC9)(C(C(C8N6C)(C(=O)OC)O)OC(=O)C)CC)OC)C(=O)OC)O.OS(=O)(=O)O. Cell line: A498. Synergy scores: CSS=38.6, Synergy_ZIP=-8.40, Synergy_Bliss=-8.49, Synergy_Loewe=-5.55, Synergy_HSA=-3.41. (9) Drug 1: CC(C1=C(C=CC(=C1Cl)F)Cl)OC2=C(N=CC(=C2)C3=CN(N=C3)C4CCNCC4)N. Drug 2: CC1C(C(CC(O1)OC2CC(OC(C2O)C)OC3=CC4=CC5=C(C(=O)C(C(C5)C(C(=O)C(C(C)O)O)OC)OC6CC(C(C(O6)C)O)OC7CC(C(C(O7)C)O)OC8CC(C(C(O8)C)O)(C)O)C(=C4C(=C3C)O)O)O)O. Cell line: A549. Synergy scores: CSS=23.6, Synergy_ZIP=-5.29, Synergy_Bliss=0.953, Synergy_Loewe=1.64, Synergy_HSA=-0.0247. (10) Drug 1: C(CCl)NC(=O)N(CCCl)N=O. Drug 2: CC1CCCC2(C(O2)CC(NC(=O)CC(C(C(=O)C(C1O)C)(C)C)O)C(=CC3=CSC(=N3)C)C)C. Cell line: CCRF-CEM. Synergy scores: CSS=40.7, Synergy_ZIP=-1.34, Synergy_Bliss=-1.54, Synergy_Loewe=-12.1, Synergy_HSA=-1.39.